From a dataset of Full USPTO retrosynthesis dataset with 1.9M reactions from patents (1976-2016). Predict the reactants needed to synthesize the given product. (1) Given the product [N+:12]([C:3]1[CH:4]=[N:5][C:6]2[C:11]([C:2]=1[NH:22][CH2:23][CH2:24][O:25][CH2:26][CH2:27][NH:28][C:29](=[O:35])[O:30][C:31]([CH3:33])([CH3:32])[CH3:34])=[CH:10][CH:9]=[CH:8][CH:7]=2)([O-:14])=[O:13], predict the reactants needed to synthesize it. The reactants are: Cl[C:2]1[C:11]2[C:6](=[CH:7][CH:8]=[CH:9][CH:10]=2)[N:5]=[CH:4][C:3]=1[N+:12]([O-:14])=[O:13].C(N(CC)CC)C.[NH2:22][CH2:23][CH2:24][O:25][CH2:26][CH2:27][NH:28][C:29](=[O:35])[O:30][C:31]([CH3:34])([CH3:33])[CH3:32]. (2) Given the product [Cl:20][C:21]1[CH:26]=[CH:25][C:24]([Cl:27])=[CH:23][C:22]=1[C:28]1[N:29]=[C:30]2[CH2:35][CH2:34][CH2:33][CH2:32][N:31]2[C:36]=1[C:37]([OH:39])=[O:38], predict the reactants needed to synthesize it. The reactants are: ClC1C=CC=CC=1C1N=C2C=CC=CN2C=1C(O)=O.[Cl:20][C:21]1[CH:26]=[CH:25][C:24]([Cl:27])=[CH:23][C:22]=1[C:28]1[N:29]=[C:30]2[CH2:35][CH2:34][CH2:33][CH2:32][N:31]2[C:36]=1[C:37]([O:39]CC)=[O:38].[Li+].[OH-]. (3) The reactants are: [CH:1]([C:4]1[CH:9]=[CH:8][CH:7]=[CH:6][C:5]=1[NH:10][C:11]1[CH:19]=[CH:18][CH:17]=[CH:16][C:12]=1[C:13](O)=O)([CH3:3])[CH3:2].P(Br)(Br)([Br:22])=O. Given the product [Br:22][C:13]1[C:12]2[C:11]([N:10]=[C:5]3[C:6]=1[CH:7]=[CH:8][CH:9]=[C:4]3[CH:1]([CH3:3])[CH3:2])=[CH:19][CH:18]=[CH:17][CH:16]=2, predict the reactants needed to synthesize it. (4) Given the product [Cl:1][C:2]1[CH:3]=[CH:4][C:5]([CH:8]([C:38]2[CH:43]=[CH:42][C:41]([Cl:44])=[CH:40][CH:39]=2)[C:9]2[CH:10]=[C:11]3[C:16](=[CH:17][CH:18]=2)[N:15]=[CH:14][N:13]=[C:12]3[NH:19][CH:20]2[CH2:25][CH2:24][N:23]([S:26]([C:29]3[CH:30]=[CH:31][C:32]([C:33]([NH:45][C:46]([CH2:51][OH:52])([CH2:49][OH:50])[CH2:47][OH:48])=[O:35])=[CH:36][CH:37]=3)(=[O:27])=[O:28])[CH2:22][CH2:21]2)=[CH:6][CH:7]=1, predict the reactants needed to synthesize it. The reactants are: [Cl:1][C:2]1[CH:7]=[CH:6][C:5]([CH:8]([C:38]2[CH:43]=[CH:42][C:41]([Cl:44])=[CH:40][CH:39]=2)[C:9]2[CH:10]=[C:11]3[C:16](=[CH:17][CH:18]=2)[N:15]=[CH:14][N:13]=[C:12]3[NH:19][CH:20]2[CH2:25][CH2:24][N:23]([S:26]([C:29]3[CH:37]=[CH:36][C:32]([C:33]([OH:35])=O)=[CH:31][CH:30]=3)(=[O:28])=[O:27])[CH2:22][CH2:21]2)=[CH:4][CH:3]=1.[NH2:45][C:46]([CH2:51][OH:52])([CH2:49][OH:50])[CH2:47][OH:48].CN(C(ON1N=NC2C=CC=NC1=2)=[N+](C)C)C.F[P-](F)(F)(F)(F)F. (5) Given the product [CH2:1]([P:3]([CH2:16][CH2:17][OH:18])(=[O:9])[O:4][CH2:5][CH2:6][CH2:7][CH3:8])[CH3:2], predict the reactants needed to synthesize it. The reactants are: [CH2:1]([P:3]([O-:9])[O:4][CH2:5][CH2:6][CH2:7][CH3:8])[CH3:2].[H-].[Na+].B(F)(F)F.[CH3:16][CH2:17][O:18]CC.C1OC1.[Cl-].[NH4+].